This data is from hERG potassium channel inhibition data for cardiac toxicity prediction from Karim et al.. The task is: Regression/Classification. Given a drug SMILES string, predict its toxicity properties. Task type varies by dataset: regression for continuous values (e.g., LD50, hERG inhibition percentage) or binary classification for toxic/non-toxic outcomes (e.g., AMES mutagenicity, cardiotoxicity, hepatotoxicity). Dataset: herg_karim. (1) The drug is C=S(=O)(NC)c1ccc(C2=C(c3ccccc3)C(=O)OC2)cc1. The result is 0 (non-blocker). (2) The molecule is O=C(N[C@@H]1COc2cccc(-c3ccncc3)c2C1)c1ccc(OC(F)(F)F)cc1. The result is 1 (blocker).